From a dataset of Full USPTO retrosynthesis dataset with 1.9M reactions from patents (1976-2016). Predict the reactants needed to synthesize the given product. (1) The reactants are: C(N(CC)CC)C.C(Cl)(Cl)=O.ClC([O-])=O.[OH:16][C:17]1[CH:22]=[CH:21][C:20]([C:23]2(C3C=CC(O)=CC=3)[CH2:34][CH2:33][CH2:32][CH2:31][CH2:30][CH2:29][CH2:28][CH2:27][CH2:26][CH2:25][CH2:24]2)=[CH:19][CH:18]=1. Given the product [OH:16][C:17]1[CH:22]=[CH:21][C:20]([CH:23]2[CH2:34][CH2:33][CH2:32][CH2:31][CH2:30][CH2:29][CH2:28][CH2:27][CH2:26][CH2:25][CH2:24]2)=[CH:19][CH:18]=1, predict the reactants needed to synthesize it. (2) The reactants are: I[C:2]1[C:10]2[C:5](=[CH:6][N:7]=[CH:8][CH:9]=2)[N:4]([CH2:11][C:12]([O:14][C:15]([CH3:18])([CH3:17])[CH3:16])=[O:13])[N:3]=1.O.C[N:21]([CH:23]=[O:24])C. Given the product [C:23]([C:2]1[C:10]2[C:5](=[CH:6][N:7]=[CH:8][CH:9]=2)[N:4]([CH2:11][C:12]([O:14][C:15]([CH3:18])([CH3:17])[CH3:16])=[O:13])[N:3]=1)(=[O:24])[NH2:21], predict the reactants needed to synthesize it. (3) Given the product [CH3:5][N:6]1[CH2:12][CH2:11][CH2:10][C:9]2[CH:13]=[CH:14][C:15]([NH2:17])=[CH:16][C:8]=2[CH2:7]1, predict the reactants needed to synthesize it. The reactants are: C([O-])=O.[NH4+].[CH3:5][N:6]1[CH2:12][CH2:11][CH2:10][C:9]2[CH:13]=[CH:14][C:15]([N+:17]([O-])=O)=[CH:16][C:8]=2[CH2:7]1. (4) Given the product [CH2:1]([O:3][C:4]([C:6]1[C:7]([OH:23])=[C:8]2[C:15]([C:16]3[CH:21]=[CH:20][C:19]([F:22])=[CH:18][CH:17]=3)=[N:14][S:13][C:9]2=[C:10]([C:29]#[C:28][Si:25]([CH3:27])([CH3:26])[CH3:24])[N:11]=1)=[O:5])[CH3:2], predict the reactants needed to synthesize it. The reactants are: [CH2:1]([O:3][C:4]([C:6]1[C:7]([OH:23])=[C:8]2[C:15]([C:16]3[CH:21]=[CH:20][C:19]([F:22])=[CH:18][CH:17]=3)=[N:14][S:13][C:9]2=[C:10](Br)[N:11]=1)=[O:5])[CH3:2].[CH3:24][Si:25]([C:28]#[CH:29])([CH3:27])[CH3:26].C(N)(C)C. (5) Given the product [Cl:24][C:21]1[CH:22]=[CH:23][C:18]([C:14]2[NH:13][C:37]3[CH2:36][O:35][C:33](=[O:34])[C:32]=3[CH:11]([C:8]3[CH:9]=[C:10]4[C:5](=[CH:6][CH:7]=3)[NH:4][N:3]=[C:2]4[CH3:1])[C:15]=2[C:16]#[N:17])=[CH:19][C:20]=1[F:25], predict the reactants needed to synthesize it. The reactants are: [CH3:1][C:2]1[C:10]2[C:5](=[CH:6][CH:7]=[C:8]([CH:11]=O)[CH:9]=2)[NH:4][N:3]=1.[NH2:13][C:14]([C:18]1[CH:23]=[CH:22][C:21]([Cl:24])=[C:20]([F:25])[CH:19]=1)=[CH:15][C:16]#[N:17].[C:33]([O:35][CH2:36][C:37](=O)[CH2:32][C:33]([O:35][CH2:36][CH3:37])=[O:34])(=[O:34])[CH3:32].Cl. (6) Given the product [Br:1][C:2]1[C:3]([O:10][CH3:11])=[CH:4][C:5]([F:9])=[CH:6][C:7]=1[F:8], predict the reactants needed to synthesize it. The reactants are: [Br:1][C:2]1[C:7]([F:8])=[CH:6][C:5]([F:9])=[CH:4][C:3]=1[OH:10].[CH3:11]I. (7) Given the product [F:1][C:2]1[CH:3]=[C:4]([CH2:17][OH:18])[C:5]2[O:9][C:8]([C:10]3([CH3:15])[O:14][CH2:13][CH2:12][O:11]3)=[CH:7][C:6]=2[CH:16]=1, predict the reactants needed to synthesize it. The reactants are: [F:1][C:2]1[CH:3]=[C:4]([C:17](OC)=[O:18])[C:5]2[O:9][C:8]([C:10]3([CH3:15])[O:14][CH2:13][CH2:12][O:11]3)=[CH:7][C:6]=2[CH:16]=1.[H-].[H-].[H-].[H-].[Li+].[Al+3].